This data is from Full USPTO retrosynthesis dataset with 1.9M reactions from patents (1976-2016). The task is: Predict the reactants needed to synthesize the given product. (1) Given the product [OH:8][C:9]1[CH:10]=[C:11]([CH2:16][CH2:17][C:18]([O:20][CH2:21][CH3:22])=[O:19])[CH:12]=[CH:13][C:14]=1[CH3:15], predict the reactants needed to synthesize it. The reactants are: C([O:8][C:9]1[CH:10]=[C:11]([CH:16]=[CH:17][C:18]([O:20][CH2:21][CH3:22])=[O:19])[CH:12]=[CH:13][C:14]=1[CH3:15])C1C=CC=CC=1. (2) Given the product [OH:4][CH2:5][C:6]1[N:10]([C:11]2[C:12]([CH3:23])=[CH:13][C:14]([C:21]#[N:22])=[C:15]([C:17]([F:20])([F:19])[F:18])[CH:16]=2)[N:9]=[N:8][N:7]=1, predict the reactants needed to synthesize it. The reactants are: C([O:4][CH2:5][C:6]1[N:10]([C:11]2[CH:16]=[C:15]([C:17]([F:20])([F:19])[F:18])[C:14]([C:21]#[N:22])=[CH:13][C:12]=2[CH3:23])[N:9]=[N:8][N:7]=1)(=O)C.O.[OH-].[Li+]. (3) Given the product [CH2:47]([O:51][C:52]1[CH:53]=[CH:54][C:55]([CH2:58][C@H:59]([NH:64][C:65]([C@@H:67](/[CH:76]=[CH:77]/[CH2:78][CH2:79][CH2:80][CH2:81][CH2:82][CH2:83][S:84](=[O:93])(=[O:92])[NH:85][CH2:86][CH2:87][CH2:88][CH2:89][CH2:90][CH3:91])[C@@:68]([OH:75])([CH2:72][CH2:73][CH3:74])[C:69]([OH:71])=[O:70])=[O:66])[C:60]([OH:62])=[O:61])=[CH:56][CH:57]=1)[C:48]#[C:49][CH3:50], predict the reactants needed to synthesize it. The reactants are: C(OC1C=CC(C[C@H](NC([C@@H](/C=C/CCCCCCC(F)(F)CCCCCCC)[C@@](O)(CCC)C(O)=O)=O)C(O)=O)=CC=1)C#CC.[CH2:47]([O:51][C:52]1[CH:57]=[CH:56][C:55]([CH2:58][C@H:59]([NH:64][C:65]([C@@H:67](/[CH:76]=[CH:77]/[CH2:78][CH2:79][CH2:80][CH2:81][CH2:82][CH2:83][S:84](=[O:93])(=[O:92])[NH:85][CH2:86][CH2:87][CH2:88][CH2:89][CH2:90][CH3:91])[C@@:68]([OH:75])([CH2:72][CH2:73][CH3:74])[C:69]([OH:71])=[O:70])=[O:66])[C:60]([O:62]C)=[O:61])=[CH:54][CH:53]=1)[C:48]#[C:49][CH3:50]. (4) Given the product [Cl:17][C:15]1[N:14]=[CH:13][N:12]=[C:11]([NH:18][C:19]2[CH:20]=[C:21]([CH:32]=[CH:33][CH:34]=2)[CH2:22][S:23](=[N:26][C:27](=[O:31])[O:28][CH2:29][CH3:30])([CH3:25])=[O:24])[N:16]=1, predict the reactants needed to synthesize it. The reactants are: CCN(C(C)C)C(C)C.Cl[C:11]1[N:16]=[C:15]([Cl:17])[N:14]=[CH:13][N:12]=1.[NH2:18][C:19]1[CH:20]=[C:21]([CH:32]=[CH:33][CH:34]=1)[CH2:22][S:23](=[N:26][C:27](=[O:31])[O:28][CH2:29][CH3:30])([CH3:25])=[O:24]. (5) Given the product [Cl:7][C:8]1[CH:9]=[C:10]([N:14]2[CH2:19][CH2:18][N:17]([C:20]([C:22]3[N:26]([CH:27]([C:32]4[CH:33]=[CH:34][C:35]([C:36]#[N:37])=[CH:38][CH:39]=4)[CH2:28][CH2:29][CH:30]=[O:31])[CH:25]=[N:24][CH:23]=3)=[O:21])[CH2:16][C:15]2=[O:40])[CH:11]=[CH:12][CH:13]=1, predict the reactants needed to synthesize it. The reactants are: C(Cl)(=O)C(Cl)=O.[Cl:7][C:8]1[CH:9]=[C:10]([N:14]2[CH2:19][CH2:18][N:17]([C:20]([C:22]3[N:26]([CH:27]([C:32]4[CH:39]=[CH:38][C:35]([C:36]#[N:37])=[CH:34][CH:33]=4)[CH2:28][CH2:29][CH2:30][OH:31])[CH:25]=[N:24][CH:23]=3)=[O:21])[CH2:16][C:15]2=[O:40])[CH:11]=[CH:12][CH:13]=1.C(N(CC)CC)C.C(=O)(O)[O-].[Na+]. (6) Given the product [N:25]1([CH2:24][CH2:23][CH2:22][N:9]2[CH:8]([C:3]3[C:2]([CH3:1])=[CH:7][CH:6]=[CH:5][N:4]=3)[CH2:13][CH2:12][CH2:11][CH:10]2[C:14]2[C:19]([CH3:20])=[CH:18][CH:17]=[CH:16][N:15]=2)[CH:29]=[CH:28][N:27]=[CH:26]1, predict the reactants needed to synthesize it. The reactants are: [CH3:1][C:2]1[C:3]([CH:8]2[CH2:13][CH2:12][CH2:11][CH:10]([C:14]3[C:19]([CH3:20])=[CH:18][CH:17]=[CH:16][N:15]=3)[NH:9]2)=[N:4][CH:5]=[CH:6][CH:7]=1.Br[CH2:22][CH2:23][CH2:24][N:25]1[CH:29]=[CH:28][N:27]=[CH:26]1.CCN(C(C)C)C(C)C.